Predict which catalyst facilitates the given reaction. From a dataset of Catalyst prediction with 721,799 reactions and 888 catalyst types from USPTO. (1) Reactant: [N:1]1([C:7]2[CH:8]=[CH:9][C:10]3[N:11]([C:13]([C:16]4[CH:17]=[C:18]([CH:22]=[CH:23][CH:24]=4)[C:19]([OH:21])=O)=[N:14][N:15]=3)[N:12]=2)[CH2:6][CH2:5][CH2:4][CH2:3][CH2:2]1.C[N:26](C=O)C.C(Cl)(=O)C(Cl)=O.N. Product: [N:1]1([C:7]2[CH:8]=[CH:9][C:10]3[N:11]([C:13]([C:16]4[CH:17]=[C:18]([CH:22]=[CH:23][CH:24]=4)[C:19]([NH2:26])=[O:21])=[N:14][N:15]=3)[N:12]=2)[CH2:2][CH2:3][CH2:4][CH2:5][CH2:6]1. The catalyst class is: 1. (2) Reactant: Cl.[Cl:2][C:3]1[CH:8]=[CH:7][C:6]([S:9][CH2:10][N:11]2[C:15]3[CH:16]=[CH:17][CH:18]=[CH:19][C:14]=3[N:13]([CH3:20])[C:12]2=[NH:21])=[CH:5][CH:4]=1.C1C=C(Cl)C=C(C(OO)=[O:30])C=1. Product: [ClH:2].[Cl:2][C:3]1[CH:8]=[CH:7][C:6]([S:9]([CH2:10][N:11]2[C:15]3[CH:16]=[CH:17][CH:18]=[CH:19][C:14]=3[N:13]([CH3:20])[C:12]2=[NH:21])=[O:30])=[CH:5][CH:4]=1. The catalyst class is: 124. (3) Reactant: [CH3:1][O:2][C:3]1[CH:8]=[C:7]([N+:9]([O-:11])=[O:10])[CH:6]=[CH:5][C:4]=1[O-:12].[K+].CC#N.[O:17]1[C:19]2([CH2:24][CH2:23][S:22][CH2:21][CH2:20]2)[CH2:18]1. Product: [CH3:1][O:2][C:3]1[CH:8]=[C:7]([N+:9]([O-:11])=[O:10])[CH:6]=[CH:5][C:4]=1[O:12][CH2:18][C:19]1([OH:17])[CH2:24][CH2:23][S:22][CH2:21][CH2:20]1. The catalyst class is: 6. (4) Reactant: [CH3:1][O:2][C:3](=[O:12])[C:4]1[CH:9]=[CH:8][C:7](Br)=[CH:6][C:5]=1[CH3:11].[C:13](B1OC(C)(C)C(C)(C)O1)([CH3:15])=[CH2:14].C(=O)([O-])[O-].[Cs+].[Cs+]. Product: [CH3:1][O:2][C:3](=[O:12])[C:4]1[CH:9]=[CH:8][C:7]([C:13]([CH3:15])=[CH2:14])=[CH:6][C:5]=1[CH3:11]. The catalyst class is: 12.